This data is from Catalyst prediction with 721,799 reactions and 888 catalyst types from USPTO. The task is: Predict which catalyst facilitates the given reaction. (1) Reactant: [C:1]([O:5][C:6]([NH:8][C@@H:9]1[C@H:13]([NH:14][C:15]2[N:24]=[CH:23][C:22]3[C:17](=[CH:18][CH:19]=[C:20]([C:25]4[C:30]([Cl:31])=[C:29]([O:32][CH3:33])[CH:28]=[C:27]([O:34][CH3:35])[C:26]=4[Cl:36])[CH:21]=3)[N:16]=2)[CH2:12][CH:11]([C:37]([O:39]C)=[O:38])[CH2:10]1)=[O:7])([CH3:4])([CH3:3])[CH3:2].C1COCC1.[OH-].[Na+]. Product: [C:1]([O:5][C:6]([NH:8][C@@H:9]1[C@H:13]([NH:14][C:15]2[N:24]=[CH:23][C:22]3[C:17](=[CH:18][CH:19]=[C:20]([C:25]4[C:26]([Cl:36])=[C:27]([O:34][CH3:35])[CH:28]=[C:29]([O:32][CH3:33])[C:30]=4[Cl:31])[CH:21]=3)[N:16]=2)[CH2:12][CH:11]([C:37]([OH:39])=[O:38])[CH2:10]1)=[O:7])([CH3:4])([CH3:2])[CH3:3]. The catalyst class is: 5. (2) Reactant: [OH:1][C:2]1[CH:3]=[C:4]([C:8]([N+:13]([O-])=O)=[CH:9][C:10]=1[O:11][CH3:12])[C:5]([OH:7])=[O:6]. Product: [NH2:13][C:8]1[CH:9]=[C:10]([O:11][CH3:12])[C:2]([OH:1])=[CH:3][C:4]=1[C:5]([OH:7])=[O:6]. The catalyst class is: 19. (3) Reactant: [O:1]=[C:2]1[NH:8][C:7]2[CH:9]=[CH:10][CH:11]=[CH:12][C:6]=2[O:5][C@H:4]([C:13]2[CH:18]=[CH:17][CH:16]=[CH:15][CH:14]=2)[C@@H:3]1[NH:19][C:20](=[O:24])[C@H:21]([CH3:23])[NH2:22].[F:25][C:26]1[CH:27]=[C:28]([CH2:33][C:34](O)=[O:35])[CH:29]=[C:30]([F:32])[CH:31]=1.C1C=CC2N(O)N=NC=2C=1.CN1CCOCC1.CCN=C=NCCCN(C)C.Cl. Product: [F:25][C:26]1[CH:27]=[C:28]([CH2:33][C:34]([NH:22][C@H:21]([C:20]([NH:19][C@@H:3]2[C:2](=[O:1])[NH:8][C:7]3[CH:9]=[CH:10][CH:11]=[CH:12][C:6]=3[O:5][C@@H:4]2[C:13]2[CH:18]=[CH:17][CH:16]=[CH:15][CH:14]=2)=[O:24])[CH3:23])=[O:35])[CH:29]=[C:30]([F:32])[CH:31]=1. The catalyst class is: 4. (4) Reactant: [NH2:1][C:2]1[N:7]=[CH:6][N:5]=[C:4]2[N:8]([CH2:12][C:13]3[O:14][C:15]4[C:20]([C:21](=[O:29])[C:22]=3[C:23]3[CH:28]=[CH:27][CH:26]=[CH:25][CH:24]=3)=[CH:19][CH:18]=[CH:17][CH:16]=4)[N:9]=[C:10](I)[C:3]=12.[N:30]1[CH:35]=[CH:34][CH:33]=[C:32](B(O)O)[CH:31]=1.C(=O)([O-])[O-].[Na+].[Na+].ClCCl. Product: [NH2:1][C:2]1[N:7]=[CH:6][N:5]=[C:4]2[N:8]([CH2:12][C:13]3[O:14][C:15]4[C:20]([C:21](=[O:29])[C:22]=3[C:23]3[CH:28]=[CH:27][CH:26]=[CH:25][CH:24]=3)=[CH:19][CH:18]=[CH:17][CH:16]=4)[N:9]=[C:10]([C:32]3[CH:31]=[N:30][CH:35]=[CH:34][CH:33]=3)[C:3]=12. The catalyst class is: 615. (5) Reactant: Cl.[OH:2][C@@H:3]([C:18]1[CH:23]=[CH:22][CH:21]=[CH:20][CH:19]=1)[C@@H:4]([C:8]1[CH:17]=[CH:16][C:15]2[C:10](=[CH:11][CH:12]=[CH:13][CH:14]=2)[CH:9]=1)[CH2:5][NH:6][CH3:7].C(N(S(F)(F)F)CC)C. Product: [OH:2][C@@H:3]([C:18]1[CH:23]=[CH:22][CH:21]=[CH:20][CH:19]=1)[C@@H:4]([C:8]1[CH:17]=[CH:16][C:15]2[C:10](=[CH:11][CH:12]=[CH:13][CH:14]=2)[CH:9]=1)[CH2:5][NH:6][CH3:7]. The catalyst class is: 2. (6) Product: [CH:58]1([N:46]2[C:45]3[CH:64]=[CH:65][C:42]([C:40]([OH:39])=[O:41])=[CH:43][C:44]=3[N:48]=[C:47]2[C:49]2[CH:50]=[C:51]3[C:52](=[CH:53][CH:54]=2)[N:55]=[C:76]([C:70]2[CH:71]=[C:72]([O:74][CH3:75])[CH:73]=[C:68]([O:67][CH3:66])[CH:69]=2)[CH:77]=[CH:56]3)[CH2:59][CH2:60][CH2:61][CH2:62][CH2:63]1. The catalyst class is: 8. Reactant: BrC1C=CC(O)=C(C2C=CC3C(=CC=C(C4N(C5CCCCC5)C5C=CC(C(O)=O)=CC=5N=4)C=3)N=2)C=1.C([O:39][C:40]([C:42]1[CH:65]=[CH:64][C:45]2[N:46]([CH:58]3[CH2:63][CH2:62][CH2:61][CH2:60][CH2:59]3)[C:47]([C:49]3[CH:54]=[CH:53][C:52]([NH2:55])=[C:51]([CH:56]=O)[CH:50]=3)=[N:48][C:44]=2[CH:43]=1)=[O:41])C.[CH3:66][O:67][C:68]1[CH:69]=[C:70]([C:76](=O)[CH3:77])[CH:71]=[C:72]([O:74][CH3:75])[CH:73]=1.[OH-].[K+]. (7) Reactant: [Cl:1][C:2]1[CH:3]=[C:4]2[C:9](=[CH:10][CH:11]=1)[NH:8][C:7](=[O:12])[C:6]([CH:13]=O)=[CH:5]2.[NH2:15][C:16]1[C:21](=[O:22])[N:20]([CH3:23])[C:19]([C:24]#[N:25])=[CH:18][CH:17]=1.C(O)(=O)C.C(O[BH-](OC(=O)C)OC(=O)C)(=O)C.[Na+]. Product: [Cl:1][C:2]1[CH:3]=[C:4]2[C:9](=[CH:10][CH:11]=1)[NH:8][C:7](=[O:12])[C:6]([CH2:13][NH:15][C:16]1[C:21](=[O:22])[N:20]([CH3:23])[C:19]([C:24]#[N:25])=[CH:18][CH:17]=1)=[CH:5]2. The catalyst class is: 91. (8) Product: [CH3:30][S:31]([OH:34])(=[O:33])=[O:32].[CH2:21]([O:23][CH2:24][CH2:25][CH2:26][NH:27][CH2:1][C:3]1[CH:18]=[CH:17][C:6]([O:7][C:8]2[CH:16]=[CH:15][C:11]([C:12]([NH2:14])=[O:13])=[CH:10][N:9]=2)=[C:5]([O:19][CH3:20])[CH:4]=1)[CH3:22]. The catalyst class is: 138. Reactant: [CH:1]([C:3]1[CH:18]=[CH:17][C:6]([O:7][C:8]2[CH:16]=[CH:15][C:11]([C:12]([NH2:14])=[O:13])=[CH:10][N:9]=2)=[C:5]([O:19][CH3:20])[CH:4]=1)=O.[CH2:21]([O:23][CH2:24][CH2:25][CH2:26][NH2:27])[CH3:22].[BH4-].[Na+].[CH3:30][S:31]([OH:34])(=[O:33])=[O:32].